Task: Regression. Given a peptide amino acid sequence and an MHC pseudo amino acid sequence, predict their binding affinity value. This is MHC class I binding data.. Dataset: Peptide-MHC class I binding affinity with 185,985 pairs from IEDB/IMGT (1) The peptide sequence is ITMYVAFEQ. The MHC is HLA-A02:12 with pseudo-sequence HLA-A02:12. The binding affinity (normalized) is 0.0847. (2) The peptide sequence is NMAPEKVDF. The MHC is HLA-B15:09 with pseudo-sequence HLA-B15:09. The binding affinity (normalized) is 0.0847.